This data is from Full USPTO retrosynthesis dataset with 1.9M reactions from patents (1976-2016). The task is: Predict the reactants needed to synthesize the given product. (1) Given the product [F:1][CH:2]([F:16])[O:3][C:4]1[CH:5]=[C:6]([CH:7]([OH:8])[C:17]#[N:18])[CH:9]=[CH:10][C:11]=1[O:12][CH:13]([F:15])[F:14], predict the reactants needed to synthesize it. The reactants are: [F:1][CH:2]([F:16])[O:3][C:4]1[CH:5]=[C:6]([CH:9]=[CH:10][C:11]=1[O:12][CH:13]([F:15])[F:14])[CH:7]=[O:8].[C-:17]#[N:18].[K+].OS([O-])=O.[Na+]. (2) Given the product [CH2:1]([O:3][C:4]([C:6]1[C:7]([CH3:22])=[N:8][N:9]2[C:14]([CH:15]3[CH2:20][CH2:19][CH2:18][CH2:17][CH2:16]3)=[C:13]([C:27]3[CH:28]=[CH:29][C:24]([F:23])=[CH:25][CH:26]=3)[CH:12]=[N:11][C:10]=12)=[O:5])[CH3:2], predict the reactants needed to synthesize it. The reactants are: [CH2:1]([O:3][C:4]([C:6]1[C:7]([CH3:22])=[N:8][N:9]2[C:14]([CH:15]3[CH2:20][CH2:19][CH2:18][CH2:17][CH2:16]3)=[C:13](Br)[CH:12]=[N:11][C:10]=12)=[O:5])[CH3:2].[F:23][C:24]1[CH:29]=[CH:28][C:27](B(O)O)=[CH:26][CH:25]=1.P([O-])([O-])([O-])=O.[K+].[K+].[K+].O1CCOCC1.